From a dataset of Full USPTO retrosynthesis dataset with 1.9M reactions from patents (1976-2016). Predict the reactants needed to synthesize the given product. (1) Given the product [Cl:2][C:3]1[CH:8]=[CH:7][C:6]([C:9]2([F:15])[CH2:10][CH2:11][N:12]([CH2:24][CH2:23][CH:22]([C:16]3[CH:21]=[CH:20][CH:19]=[CH:18][CH:17]=3)[C:26]3[CH:31]=[CH:30][CH:29]=[CH:28][CH:27]=3)[CH2:13][CH2:14]2)=[CH:5][CH:4]=1, predict the reactants needed to synthesize it. The reactants are: Cl.[Cl:2][C:3]1[CH:8]=[CH:7][C:6]([C:9]2([F:15])[CH2:14][CH2:13][NH:12][CH2:11][CH2:10]2)=[CH:5][CH:4]=1.[C:16]1([CH:22]([C:26]2[CH:31]=[CH:30][CH:29]=[CH:28][CH:27]=2)[CH2:23][CH2:24]I)[CH:21]=[CH:20][CH:19]=[CH:18][CH:17]=1.C(=O)([O-])[O-].[K+].[K+]. (2) Given the product [N:43]1[C:44]2[C:39](=[CH:38][CH:37]=[C:36]([C:2]3[CH:7]=[CH:6][C:5]([S:8]([N:11]4[CH2:12][CH2:13][C:14]5([O:19][CH2:18][C:17](=[O:20])[N:16]([CH2:21][C:22]([F:24])([F:23])[F:25])[CH2:15]5)[CH2:26][CH2:27]4)(=[O:9])=[O:10])=[CH:4][CH:3]=3)[CH:45]=2)[CH:40]=[CH:41][CH:42]=1, predict the reactants needed to synthesize it. The reactants are: Br[C:2]1[CH:7]=[CH:6][C:5]([S:8]([N:11]2[CH2:27][CH2:26][C:14]3([O:19][CH2:18][C:17](=[O:20])[N:16]([CH2:21][C:22]([F:25])([F:24])[F:23])[CH2:15]3)[CH2:13][CH2:12]2)(=[O:10])=[O:9])=[CH:4][CH:3]=1.CC1(C)C(C)(C)OB([C:36]2[CH:45]=[C:44]3[C:39]([CH:40]=[CH:41][CH:42]=[N:43]3)=[CH:38][CH:37]=2)O1.C(=O)([O-])[O-].[K+].[K+]. (3) Given the product [CH2:27]1[C:26]2=[CH:25][C:24]3[NH:41][C:21]([CH:20]=[C:19]4[N:52]=[C:16]([CH:15]=[C:13]5[NH:14][C:10](=[CH:9][C:29](=[N:30]2)[CH2:28]1)[CH:11]=[CH:12]5)[CH:17]=[CH:18]4)=[CH:22][CH:23]=3, predict the reactants needed to synthesize it. The reactants are: FC(F)(F)C1C=CC=CC=1[C:9]1[C:10]2[NH:14][C:13]([C:15](C3C=CC=CC=3C(F)(F)F)=[C:16]3[N:52]=[C:19]([C:20](C4C=CC=CC=4C(F)(F)F)=[C:21]4[NH:41][C:24](=[C:25](C5C=CC=CC=5C(F)(F)F)[C:26]5[CH:27]=[CH:28][C:29]=1[N:30]=5)[CH:23]=[CH:22]4)[CH:18]=[CH:17]3)=[CH:12][CH:11]=2.C12C=C3N=C(C=C3)C=C3NC(C=C3)=CC3=NC(C=C3)=CC(N1)=CC=2. (4) Given the product [CH3:13][CH:12]1[CH:14]([CH3:15])[C:6]2[C:1](=[CH:2][CH:3]=[CH:4][CH:5]=2)[C:11]1=[O:16], predict the reactants needed to synthesize it. The reactants are: [CH:1]1[CH:6]=[CH:5][CH:4]=[CH:3][CH:2]=1.[Cl-].[Cl-].[Cl-].[Al+3].[C:11](Cl)(=[O:16])/[C:12](=[CH:14]/[CH3:15])/[CH3:13]. (5) Given the product [CH3:20][C:18]1[CH:17]=[N:16][C:6]2[N:7]=[C:8]([N:9]3[CH2:10][CH2:11][N:12]([CH3:15])[CH2:13][CH2:14]3)[C:3]3[N:4]([CH:21]=[N:2][N:1]=3)[C:5]=2[CH:19]=1, predict the reactants needed to synthesize it. The reactants are: [NH:1]([C:3]1[N:4]=[C:5]2[CH:19]=[C:18]([CH3:20])[CH:17]=[N:16][C:6]2=[N:7][C:8]=1[N:9]1[CH2:14][CH2:13][N:12]([CH3:15])[CH2:11][CH2:10]1)[NH2:2].[CH:21](OC)(OC)OC. (6) Given the product [F:17][C:14]1[CH:15]=[CH:16][C:11]([N:8]2[C:9]([CH3:10])=[C:5]([C:3](=[O:4])[CH2:2][N:18]3[CH2:22][CH2:21][CH2:20][CH2:19]3)[N:6]=[N:7]2)=[CH:12][CH:13]=1, predict the reactants needed to synthesize it. The reactants are: Cl[CH2:2][C:3]([C:5]1[N:6]=[N:7][N:8]([C:11]2[CH:16]=[CH:15][C:14]([F:17])=[CH:13][CH:12]=2)[C:9]=1[CH3:10])=[O:4].[NH:18]1[CH2:22][CH2:21][CH2:20][CH2:19]1.